This data is from Reaction yield outcomes from USPTO patents with 853,638 reactions. The task is: Predict the reaction yield, written as a fraction of the theoretical maximum amount of product (1.0 means a 100% yield; for example, 0.34 means a 34% yield). The reactants are [F:1][C:2]1[CH:7]=[CH:6][CH:5]=[C:4]([F:8])[C:3]=1[N:9]1[C:14]2[N:15]=[C:16]([S:29][CH3:30])[N:17]=C(C3C=C(C=CC=3C)C(O)=O)[C:13]=2[CH2:12][NH:11][C:10]1=[O:31].C1C=C(Cl)C=C(C(OO)=[O:40])C=1.CCOC(C)=O.CCCCCC.[CH2:55]([Cl:57])Cl. No catalyst specified. The product is [Cl:57][C:55]1[N:17]=[C:16]([S:29]([CH3:30])=[O:40])[N:15]=[C:14]2[N:9]([C:3]3[C:2]([F:1])=[CH:7][CH:6]=[CH:5][C:4]=3[F:8])[C:10](=[O:31])[NH:11][CH2:12][C:13]=12. The yield is 0.880.